This data is from Full USPTO retrosynthesis dataset with 1.9M reactions from patents (1976-2016). The task is: Predict the reactants needed to synthesize the given product. (1) Given the product [F:17][C:15]([F:16])([F:18])[C:11]([C:19]1[NH:23][C:22]2[CH:24]=[CH:25][C:26]([C:28]#[N:29])=[CH:27][C:21]=2[N:20]=1)([OH:12])[C:5]1[C:4]([CH2:13][OH:14])=[CH:3][C:2]([CH3:1])=[C:10]2[C:6]=1[CH:7]=[CH:8][NH:9]2, predict the reactants needed to synthesize it. The reactants are: [CH3:1][C:2]1[CH:3]=[C:4]2[C:13](=[O:14])[O:12][C:11]([C:19]3[NH:23][C:22]4[CH:24]=[CH:25][C:26]([C:28]#[N:29])=[CH:27][C:21]=4[N:20]=3)([C:15]([F:18])([F:17])[F:16])[C:5]2=[C:6]2[C:10]=1[NH:9][CH:8]=[CH:7]2.[Li+].[BH4-].O.[NH4+].[Cl-]. (2) Given the product [Cl:1][C:2]1[C:3]([N:15]([CH3:24])[CH:16]2[CH2:23][CH:19]3[CH2:20][N:21]([C:42](=[O:34])[CH2:41][C:40]#[N:39])[CH2:22][CH:18]3[CH2:17]2)=[N:4][C:5]([NH:8][C:9]2[CH:10]=[N:11][N:12]([CH3:14])[CH:13]=2)=[N:6][CH:7]=1, predict the reactants needed to synthesize it. The reactants are: [Cl:1][C:2]1[C:3]([N:15]([CH3:24])[CH:16]2[CH2:23][CH:19]3[CH2:20][NH:21][CH2:22][CH:18]3[CH2:17]2)=[N:4][C:5]([NH:8][C:9]2[CH:10]=[N:11][N:12]([CH3:14])[CH:13]=2)=[N:6][CH:7]=1.C1C=NC2N([OH:34])N=NC=2C=1.CCN=C=[N:39][CH2:40][CH2:41][CH2:42]N(C)C.CCN(CC)CC.